Dataset: Forward reaction prediction with 1.9M reactions from USPTO patents (1976-2016). Task: Predict the product of the given reaction. (1) Given the reactants Cl[C:2]1[C:7]([C:8]#[N:9])=[CH:6][CH:5]=[CH:4][N:3]=1.C([Sn](CCCC)(CCCC)[C:15]1[CH:20]=[CH:19][N:18]=[CH:17][CH:16]=1)CCC, predict the reaction product. The product is: [N:3]1[CH:4]=[CH:5][CH:6]=[C:7]([C:8]#[N:9])[C:2]=1[C:15]1[CH:20]=[CH:19][N:18]=[CH:17][CH:16]=1. (2) Given the reactants [CH3:1][O:2][C:3]1[CH:8]=[CH:7][C:6]([SH:9])=[CH:5][CH:4]=1.C([O-])([O-])=O.[K+].[K+].Br[CH:17]([CH3:23])[C:18]([O:20][CH2:21][CH3:22])=[O:19], predict the reaction product. The product is: [CH2:21]([O:20][C:18](=[O:19])[CH:17]([S:9][C:6]1[CH:7]=[CH:8][C:3]([O:2][CH3:1])=[CH:4][CH:5]=1)[CH3:23])[CH3:22]. (3) Given the reactants [NH:1]1[C:5]2=[N:6][CH:7]=[CH:8][C:9]([O:10][C:11]3[CH:16]=[CH:15][C:14]([OH:17])=[CH:13][CH:12]=3)=[C:4]2[CH:3]=[CH:2]1.[N+:18]([O-])([OH:20])=[O:19], predict the reaction product. The product is: [N+:18]([C:15]1[CH:16]=[C:11]([O:10][C:9]2[CH:8]=[CH:7][N:6]=[C:5]3[NH:1][CH:2]=[CH:3][C:4]=23)[CH:12]=[CH:13][C:14]=1[OH:17])([O-:20])=[O:19]. (4) Given the reactants [CH3:1][C:2]1[C:10]2[C:6](=[CH:7][N:8]([CH2:11][O:12][CH2:13][CH2:14][Si:15]([CH3:18])([CH3:17])[CH3:16])[N:9]=2)[CH:5]=[C:4]([CH:19]=O)[CH:3]=1.[CH3:21][O:22][C:23](=[O:38])[CH:24]([C:31]([O:33][C:34]([CH3:37])([CH3:36])[CH3:35])=[O:32])P(OC)(OC)=O.CN(C)C(=N)N(C)C, predict the reaction product. The product is: [CH3:21][O:22][C:23](=[O:38])[C:24]([C:31]([O:33][C:34]([CH3:36])([CH3:35])[CH3:37])=[O:32])=[CH:19][C:4]1[CH:3]=[C:2]([CH3:1])[C:10]2[C:6](=[CH:7][N:8]([CH2:11][O:12][CH2:13][CH2:14][Si:15]([CH3:16])([CH3:17])[CH3:18])[N:9]=2)[CH:5]=1. (5) Given the reactants [O:1]=[C:2]1[N:6]([CH:7]2[CH2:12][CH2:11][N:10]([CH2:13][C:14]3[CH:19]=[CH:18][C:17]([C:20]4[C:21]([C:33]5[CH:38]=[CH:37][CH:36]=[CH:35][CH:34]=5)=[N:22][C:23]5[C:28]([N:29]=4)=[CH:27][C:26]([C:30](O)=[O:31])=[CH:25][CH:24]=5)=[CH:16][CH:15]=3)[CH2:9][CH2:8]2)[C:5]2[CH:39]=[CH:40][CH:41]=[CH:42][C:4]=2[NH:3]1.[CH:43]1[CH:44]=[CH:45][C:46]2N(O)N=N[C:47]=2[CH:48]=1.[NH:53]=C=N.[CH2:56]([N:58]([CH2:62][CH3:63])[CH2:59][CH2:60][NH2:61])[CH3:57].[CH3:64][N:65]1[C:69](=[O:70])[CH2:68][CH2:67][CH2:66]1, predict the reaction product. The product is: [CH2:56]([N:58]([CH2:62][CH3:63])[CH2:59][CH2:60][NH:61][C:30]([C:26]1[CH:27]=[C:28]2[C:23](=[CH:24][CH:25]=1)[N:22]=[C:21]([C:33]1[CH:34]=[CH:35][CH:36]=[CH:37][CH:38]=1)[C:20]([C:17]1[CH:18]=[CH:19][C:14]([CH2:13][N:10]3[CH2:9][CH2:8][CH:7]([N:6]4[C:5]5[CH:39]=[CH:40][CH:41]=[CH:42][C:4]=5[NH:3][C:2]4=[O:1])[CH2:12][CH2:11]3)=[CH:15][CH:16]=1)=[N:29]2)=[O:31])[CH3:57].[O:1]=[C:2]1[N:6]([CH:7]2[CH2:8][CH2:9][N:10]([CH2:13][C:14]3[CH:19]=[CH:18][C:17]([C:20]4[C:64]([C:43]5[CH:44]=[CH:45][CH:46]=[CH:47][CH:48]=5)=[N:65][C:66]5[C:28](=[CH:27][CH:26]=[C:68]([C:69]([NH2:53])=[O:70])[CH:67]=5)[N:29]=4)=[CH:16][CH:15]=3)[CH2:11][CH2:12]2)[C:5]2[CH:39]=[CH:40][CH:41]=[CH:42][C:4]=2[NH:3]1. (6) Given the reactants CCCCC.CC(=[O:11])CCC.[Na].[CH:13]1[CH:18]=[C:17]([O:19][CH2:20][C:21]2C=CC(Cl)=CC=2)[CH:16]=[C:15](/[CH:28]=C2\C(N(CCC(O)=O)C(S\2)=S)=O)[CH:14]=1, predict the reaction product. The product is: [CH3:28][C:15]([CH2:14][CH2:13][CH3:18])=[CH:16][C:17]([O:19][CH2:20][CH3:21])=[O:11]. (7) Given the reactants [CH2:1]([C:8]1[C:9]([C:33]([F:36])([F:35])[F:34])=[N:10][C:11]2[C:16]([C:17]=1Cl)=[CH:15][C:14]([C:19]([C:27]1[N:31]([CH3:32])[CH:30]=[N:29][CH:28]=1)([C:21]1[CH:26]=[CH:25][CH:24]=[CH:23][N:22]=1)[OH:20])=[CH:13][CH:12]=2)[C:2]1[CH:7]=[CH:6][CH:5]=[CH:4][CH:3]=1.[C:37]([OH:43])([C:39]([F:42])([F:41])[F:40])=[O:38].C1(P(C2CCCCC2)C2C=CC=CC=2C2C(C(C)C)=CC(C(C)C)=CC=2C(C)C)CCCCC1.[CH3:78][N:79](C)C(=O)C, predict the reaction product. The product is: [CH2:1]([C:8]1[C:9]([C:33]([F:36])([F:35])[F:34])=[N:10][C:11]2[C:16]([C:17]=1[C:78]#[N:79])=[CH:15][C:14]([C:19]([OH:20])([C:27]1[N:31]([CH3:32])[CH:30]=[N:29][CH:28]=1)[C:21]1[CH:26]=[CH:25][CH:24]=[CH:23][N:22]=1)=[CH:13][CH:12]=2)[C:2]1[CH:7]=[CH:6][CH:5]=[CH:4][CH:3]=1.[C:37]([OH:43])([C:39]([F:42])([F:41])[F:40])=[O:38]. (8) Given the reactants [NH2:1][CH:2]1[CH2:7][CH2:6][N:5]([C:8]([O:10][C:11]([CH3:14])([CH3:13])[CH3:12])=[O:9])[CH2:4][CH2:3]1.[F:15][C:16]1[CH:17]=[C:18]([N:22]=[C:23]=[O:24])[CH:19]=[CH:20][CH:21]=1.O, predict the reaction product. The product is: [F:15][C:16]1[CH:17]=[C:18]([NH:22][C:23](=[O:24])[NH:1][CH:2]2[CH2:3][CH2:4][N:5]([C:8]([O:10][C:11]([CH3:14])([CH3:13])[CH3:12])=[O:9])[CH2:6][CH2:7]2)[CH:19]=[CH:20][CH:21]=1.